Dataset: Full USPTO retrosynthesis dataset with 1.9M reactions from patents (1976-2016). Task: Predict the reactants needed to synthesize the given product. (1) The reactants are: [N:1]([CH2:4][C:5]1[N:6]=[CH:7][C:8]([C:11]([OH:13])=O)=[N:9][CH:10]=1)=[N+:2]=[N-:3].Cl.[CH3:15][C:16]1[S:17][C:18]([CH2:21][NH2:22])=[CH:19][N:20]=1.C(N(CC)CC)C. Given the product [N:1]([CH2:4][C:5]1[N:6]=[CH:7][C:8]([C:11]([NH:22][CH2:21][C:18]2[S:17][C:16]([CH3:15])=[N:20][CH:19]=2)=[O:13])=[N:9][CH:10]=1)=[N+:2]=[N-:3], predict the reactants needed to synthesize it. (2) Given the product [CH3:20][C:21]1[CH:26]=[CH:25][C:24]([NH:27][C:28](=[O:29])[NH:1][C:2]2[CH:3]=[CH:4][C:5]([C:8]3[C:16]4[C:11](=[N:12][CH:13]=[CH:14][CH:15]=4)[NH:10][C:9]=3[C:17]([NH2:19])=[O:18])=[CH:6][CH:7]=2)=[CH:23][C:22]=1[C:30]([F:31])([F:32])[F:33], predict the reactants needed to synthesize it. The reactants are: [NH2:1][C:2]1[CH:7]=[CH:6][C:5]([C:8]2[C:16]3[C:11](=[N:12][CH:13]=[CH:14][CH:15]=3)[NH:10][C:9]=2[C:17]([NH2:19])=[O:18])=[CH:4][CH:3]=1.[CH3:20][C:21]1[CH:26]=[CH:25][C:24]([N:27]=[C:28]=[O:29])=[CH:23][C:22]=1[C:30]([F:33])([F:32])[F:31]. (3) Given the product [Si:42]([O:41][CH2:40][C@@H:36]([NH:35][C:33](=[O:34])[O:32][C:28]([CH3:31])([CH3:30])[CH3:29])[C:37]([N:21]1[CH2:25][CH2:24][CH2:23][C@H:22]1[C:26]#[N:27])=[O:38])([C:45]([CH3:48])([CH3:47])[CH3:46])([CH3:44])[CH3:43], predict the reactants needed to synthesize it. The reactants are: CCN(C(C)C)C(C)C.CC1C=CC(S(O)(=O)=O)=CC=1.[NH:21]1[CH2:25][CH2:24][CH2:23][C@H:22]1[C:26]#[N:27].[C:28]([O:32][C:33]([NH:35][C@H:36]([CH2:40][O:41][Si:42]([C:45]([CH3:48])([CH3:47])[CH3:46])([CH3:44])[CH3:43])[C:37](O)=[O:38])=[O:34])([CH3:31])([CH3:30])[CH3:29].CN(C(ON1N=NC2C=CC=NC1=2)=[N+](C)C)C.F[P-](F)(F)(F)(F)F. (4) Given the product [OH:33][NH:32][CH:21]([CH2:20][S:17]([N:14]1[CH2:13][CH2:12][N:11]([C:8]2[CH:7]=[CH:6][C:5]([O:4][CH2:3][C:2]([F:30])([F:1])[F:31])=[CH:10][N:9]=2)[CH2:16][CH2:15]1)(=[O:19])=[O:18])[CH2:22][CH2:23][C:24]1[N:29]=[CH:28][CH:27]=[CH:26][N:25]=1, predict the reactants needed to synthesize it. The reactants are: [F:1][C:2]([F:31])([F:30])[CH2:3][O:4][C:5]1[CH:6]=[CH:7][C:8]([N:11]2[CH2:16][CH2:15][N:14]([S:17](/[CH:20]=[CH:21]/[CH2:22][CH2:23][C:24]3[N:29]=[CH:28][CH:27]=[CH:26][N:25]=3)(=[O:19])=[O:18])[CH2:13][CH2:12]2)=[N:9][CH:10]=1.[NH2:32][OH:33].O.